This data is from In vitro SARS-CoV-2 activity screen of 1,480 approved drugs from Prestwick library. The task is: Binary Classification. Given a drug SMILES string, predict its activity (active/inactive) in a high-throughput screening assay against a specified biological target. (1) The result is 0 (inactive). The compound is CCCCN(CCCC)CCCOC(=O)c1ccc(N)cc1. (2) The molecule is CC[C@H]1OC(=O)C[C@@H](O)[C@H](C)[C@@H](O[C@@H]2O[C@H](C)[C@@H](O[C@H]3C[C@@](C)(O)[C@@H](O)[C@H](C)O3)[C@H](N(C)C)[C@H]2O)[C@@H](CC=O)C[C@@H](C)C(=O)/C=C/C(C)=C/[C@@H]1CO[C@@H]1O[C@H](C)[C@@H](O)[C@@H](OC)[C@H]1OC. The result is 0 (inactive). (3) The molecule is CN/C(=C\[N+](=O)[O-])NCCSCc1ccc(CN(C)C)o1.Cl. The result is 0 (inactive).